This data is from Catalyst prediction with 721,799 reactions and 888 catalyst types from USPTO. The task is: Predict which catalyst facilitates the given reaction. (1) Reactant: [Cl:1][C:2]1[C:3]([N:10]([CH:19]2[CH2:23][CH2:22][CH2:21][CH2:20]2)[NH:11]C(OC(C)(C)C)=O)=[N:4][C:5]([C:8]#[N:9])=[N:6][CH:7]=1.C1(C)C=CC(S(O)(=O)=O)=CC=1. Product: [Cl:1][C:2]1[C:3]([N:10]([CH:19]2[CH2:20][CH2:21][CH2:22][CH2:23]2)[NH2:11])=[N:4][C:5]([C:8]#[N:9])=[N:6][CH:7]=1. The catalyst class is: 10. (2) Reactant: [Cl:1][C:2]1[CH:7]=[C:6]([C:8]([F:11])([F:10])[F:9])[CH:5]=[CH:4][C:3]=1[C:12]#[C:13][C:14]([OH:16])=O.[CH3:17][O:18][C:19]1[CH:20]=[C:21]([NH2:36])[CH:22]=[CH:23][C:24]=1[O:25][CH2:26][CH2:27][N:28]1[CH2:33][CH2:32][CH:31]([O:34][CH3:35])[CH2:30][CH2:29]1. Product: [CH3:17][O:18][C:19]1[CH:20]=[C:21]([NH:36][C:14](=[O:16])[C:13]#[C:12][C:3]2[CH:4]=[CH:5][C:6]([C:8]([F:9])([F:10])[F:11])=[CH:7][C:2]=2[Cl:1])[CH:22]=[CH:23][C:24]=1[O:25][CH2:26][CH2:27][N:28]1[CH2:33][CH2:32][CH:31]([O:34][CH3:35])[CH2:30][CH2:29]1. The catalyst class is: 98. (3) Reactant: [NH:1]1[CH2:5][CH2:4][C@@H:3]([NH:6][C:7]2[C:8]3[CH:9]=[CH:10][N:11]=[CH:12][C:13]=3[CH:14]=[CH:15][CH:16]=2)[CH2:2]1.[C:17]([O:25][CH2:26][CH2:27][O:28][C:29]1[CH:34]=[CH:33][CH:32]=[C:31]([CH:35]=O)[CH:30]=1)(=[O:24])[C:18]1[CH:23]=[CH:22][CH:21]=[CH:20][CH:19]=1.C(O[BH-](OC(=O)C)OC(=O)C)(=O)C.[Na+]. Product: [C:17]([O:25][CH2:26][CH2:27][O:28][C:29]1[CH:34]=[CH:33][CH:32]=[C:31]([CH2:35][N:1]2[CH2:5][CH2:4][C@@H:3]([NH:6][C:7]3[CH:16]=[CH:15][CH:14]=[C:13]4[C:8]=3[CH:9]=[CH:10][N:11]=[CH:12]4)[CH2:2]2)[CH:30]=1)(=[O:24])[C:18]1[CH:19]=[CH:20][CH:21]=[CH:22][CH:23]=1. The catalyst class is: 1. (4) Reactant: [CH:1](=[N:5][OH:6])[CH:2]([CH3:4])[CH3:3].[CH2:7]([Cl:10])[C:8]#[CH:9].CCN(CC)CC.Cl([O-])=O.[Na+]. Product: [Cl:10][CH2:7][C:8]1[O:6][N:5]=[C:1]([CH:2]([CH3:4])[CH3:3])[CH:9]=1. The catalyst class is: 2.